This data is from Catalyst prediction with 721,799 reactions and 888 catalyst types from USPTO. The task is: Predict which catalyst facilitates the given reaction. (1) Reactant: Cl.[Cl:2][C:3]1[CH:8]=[CH:7][C:6]([NH:9]N)=[CH:5][CH:4]=1.[O:11]1[CH:16]=[CH:15][CH2:14][CH2:13][CH2:12]1.S(=O)(=O)(O)O. Product: [Cl:2][C:3]1[CH:8]=[C:7]2[C:6](=[CH:5][CH:4]=1)[NH:9][CH:16]=[C:15]2[CH2:14][CH2:13][CH2:12][OH:11]. The catalyst class is: 80. (2) Reactant: [CH:1]1([C@:4]([OH:24])([CH3:23])[CH2:5][NH:6][C:7]([C:9]2[CH:14]=[N:13][C:12](Br)=[C:11]([C:16]3[CH:21]=[CH:20][C:19]([Cl:22])=[CH:18][CH:17]=3)[N:10]=2)=[O:8])[CH2:3][CH2:2]1.[F:25][C:26]([F:30])([F:29])[CH2:27][OH:28].C(=O)([O-])[O-].[Cs+].[Cs+]. Product: [CH:1]1([C@:4]([OH:24])([CH3:23])[CH2:5][NH:6][C:7]([C:9]2[CH:14]=[N:13][C:12]([O:28][CH2:27][C:26]([F:30])([F:29])[F:25])=[C:11]([C:16]3[CH:21]=[CH:20][C:19]([Cl:22])=[CH:18][CH:17]=3)[N:10]=2)=[O:8])[CH2:3][CH2:2]1. The catalyst class is: 13.